From a dataset of Drug-target binding data from BindingDB using Ki measurements. Regression. Given a target protein amino acid sequence and a drug SMILES string, predict the binding affinity score between them. We predict pKi (pKi = -log10(Ki in M); higher means stronger inhibition). Dataset: bindingdb_ki. (1) The compound is CCc1cc(Nc2cc(=O)n(CCCCO)c(=O)[nH]2)ccc1C. The target protein (O34623) has sequence MSFVHLQVHSGYSLLNSAAAVEELVSEADRLGYASLALTDDHVMYGAIQFYKACKARGINPIIGLTASVFTDDSELEAYPLVLLAKSNTGYQNLLKISSVLQSKSKGGLKPKWLHSYREGIIAITPGEKGYIETLLEGGLFEQAAQASLEFQSIFGKGAFYFSYQPFKGNQVLSEQILKLSEETGIPVTATGDVHYIRKEDKAAYRCLKAIKAGEKLTDAPAEDLPDLDLKPLEEMQNIYREHPEALQASVEIAEQCRVDVSLGQTRLPSFPTPDGTSADDYLTDICMEGLRSRFGKPDERYLRRLQYELDVIKRMKFSDYFLIVWDFMKHAHEKGIVTGPGRGSAAGSLVAYVLYITDVDPIKHHLLFERFLNPERVSMPDIDIDFPDTRRDEVIQYVQQKYGAMHVAQIITFGTLAAKAALRDVGRVFGVSPKEADQLAKLIPSRPGMTLDEARQQSPQLDKRLRESSLLQQVYSIARKIEGLPRHASTHAAGVVLSE.... The pKi is 3.9. (2) The drug is O=C(NCc1cccc(C(F)(F)F)c1)[C@@H](CC(=O)N1CCN(N2CCCC2)CC1)N1C(=O)[C@@H](N2C(=O)OC[C@@H]2c2ccccc2)[C@H]1/C=C/c1ccccc1. The target protein (P37288) has sequence MRLSAGPDAGPSGNSSPWWPLATGAGNTSREAEALGEGNGPPRDVRNEELAKLEIAVLAVTFAVAVLGNSSVLLALHRTPRKTSRMHLFIRHLSLADLAVAFFQVLPQMCWDITYRFRGPDWLCRVVKHLQVFGMFASAYMLVVMTADRYIAVCHPLKTLQQPARRSRLMIAAAWVLSFVLSTPQYFVFSMIEVNNVTKARDCWATFIQPWGSRAYVTWMTGGIFVAPVVILGTCYGFICYNIWCNVRGKTASRQSKGAEQAGVAFQKGFLLAPCVSSVKSISRAKIRTVKMTFVIVTAYIVCWAPFFIIQMWSVWDPMSVWTESENPTITITALLGSLNSCCNPWIYMFFSGHLLQDCVQSFPCCQNMKEKFNKEDTDSMSRRQTFYSNNRSPTNSTGMWKDSPKSSKSIKFIPVST. The pKi is 7.6. (3) The target protein sequence is MLYPIITESRQLIDLSGIWKFKLNEGNGLTEELSKAPLEDTIEMAVPSSYNDLVESQEVRDHVGWVWYERNFTIPKTLLNERIVLRFGSATHEAKVYLNGELLVEHKGGFTPFEAEINDLLVSGDNRLTVAVNNIIDETTLPVGLVKEVEIDGKKVIKNSVNFDFFNYAGIHRPVKIYTTPKSYVEDITIVTDFKENNGYVNYEVQAVGKCNIKVTIIDEENNIVAEGEGKEGKLTINNVHLWEPMNAYLYKLKVELLDDEEIIDTYFEEFGVRTVEVKDGKFLINNKPFYFKGFGKHEDSYVNGRGINEAINIKDFNLMKWIGANSFRTSHYPYSEEIMRLADREGIVVIDETPAVGLHLNFMATGFGGDAPKRDTWKEIGTKEAHERILRELVSRDKNHPCVVMWSVANEPDSDSEGAKEYFEPLIKLTKELDPQKRPVTVVTYLMSTPDRCKVGDIVDVLCLNRYYGWYVAGGDLEEAKRMLEDELKGWEERCPKTP.... The small molecule is Cc1nc(N2CCNCC2)c2c3c(sc2n1)CC(C)CC3. The pKi is 6.3. (4) The compound is Cl.O=C(O)[C@@H]1C[C@@H](Cc2ccccc2Cl)CN1. The target protein sequence is MAVDPPKADPKGVVAVDPTANCGSGLKSREDQGAKAGGCCSSRDQVCRCLRANLLVLLTVAAAVAGVVLGLGVSAAGGAEALGHARFTAFAFPGELLLRLLEMIILPLVVCSLIGGAASLDPSALGRLGAWALLFFLVTTLLSSALGVALALALKPGAAFAAINSSVVDSSVHRAPTKEVLDSFLELLRNMFPSNLVSASAAFRIPCGACPQRSNATMDQPHCEMKMNILGLVVFAIVFGVALRKLGPEGELLIRFFNSFNDATMVLVSWIMWYAPIGILFLVAGKIVEMKDIRQLFIGLGKYIVCCLLGHAIHGLLVLPLIYFLFTRKNPYRFLWGIVTPLATAFGTSSSSATLPLMMKCVEEKNGVAKHISRFILPIGATVNMDGAALFQCVAAVFIAQLNGMSLDFVKIITILVTATASSVGAAGIPAGGVLTLAIILEAISLPVKDISLILAVDWLVDRSCTVLNVEGDAFGAGLLQSYVDRTKMPSSEPELIQVK.... The pKi is 3.7.